The task is: Binary Classification. Given a miRNA mature sequence and a target amino acid sequence, predict their likelihood of interaction.. This data is from Experimentally validated miRNA-target interactions with 360,000+ pairs, plus equal number of negative samples. (1) The miRNA is hsa-miR-4478 with sequence GAGGCUGAGCUGAGGAG. The protein sequence of the target gene is MFTRAVSRLSRKRPPSDIHDGDGSSSSGHQSLKSTAKWASSLENLLEDPEGVQRFREFLKKEFSEENVLFWLACEDFKKTEDRKQMQEKAKEIYMTFLSNKASSQVNVEGQSRLTEKILEEPHPLMFQKLQDQIFNLMKYDSYSRFLKSDLFLKPKRTEEEEEEPPDAQTAAKRASRIYNT. Result: 0 (no interaction). (2) The miRNA is hsa-miR-4644 with sequence UGGAGAGAGAAAAGAGACAGAAG. The protein sequence of the target gene is MVSPVTVVKSEGPKLVPFFKATCVYFVLWLPSSSPSWVSTLIKCLPIFCLWLFLLAHGLGFLLAHPSATRIFVGLVFSAVGDAFLIWQDQGYFVHGLLMFAVTHMFYASAFGMQPLALRTGLVMAALSGLCYALLYPCLSGAFTYLVGVYVALIGFMGWRAMAGLRLAGADWRWTELAAGSGALFFIISDLTIALNKFCFPVPYSRALIMSTYYVAQMLVALSAVESREPVEHYRLTKAN. Result: 1 (interaction).